From a dataset of Catalyst prediction with 721,799 reactions and 888 catalyst types from USPTO. Predict which catalyst facilitates the given reaction. (1) Reactant: [CH:1]1[C:10]2[C:5](=[CH:6][CH:7]=[CH:8][CH:9]=2)[CH:4]=[CH:3][C:2]=1[C:11]1[CH:12]([C:18]2[CH:23]=[CH:22][N:21]=[CH:20][CH:19]=2)[CH2:13][C:14](=[O:17])[NH:15][N:16]=1.BrBr. Product: [CH:1]1[C:10]2[C:5](=[CH:6][CH:7]=[CH:8][CH:9]=2)[CH:4]=[CH:3][C:2]=1[C:11]1[C:12]([C:18]2[CH:19]=[CH:20][N:21]=[CH:22][CH:23]=2)=[CH:13][C:14](=[O:17])[NH:15][N:16]=1. The catalyst class is: 15. (2) Reactant: [H-].C(O[Al](OC(C)(C)C)OC(C)(C)C)(C)(C)C.[Li+].[CH:19]1([CH2:22][C:23]([O:32][CH3:33])([C:28](OC)=[O:29])[C:24]([O:26][CH3:27])=[O:25])[CH2:21][CH2:20]1.C1COCC1. Product: [CH:19]1([CH2:22][C:23]([CH2:28][OH:29])([O:32][CH3:33])[C:24]([O:26][CH3:27])=[O:25])[CH2:20][CH2:21]1. The catalyst class is: 28.